This data is from Forward reaction prediction with 1.9M reactions from USPTO patents (1976-2016). The task is: Predict the product of the given reaction. (1) Given the reactants Cl[C:2]1[N:7]=[CH:6][N:5]=[C:4]([O:8][C:9]2[CH:14]=[CH:13][C:12]([NH:15][C:16]([NH:18][C:19]3[CH:24]=[CH:23][CH:22]=[C:21]([C:25]([F:28])([F:27])[F:26])[CH:20]=3)=[O:17])=[CH:11][CH:10]=2)[CH:3]=1.[CH3:29][NH2:30], predict the reaction product. The product is: [CH3:29][NH:30][C:2]1[N:7]=[CH:6][N:5]=[C:4]([O:8][C:9]2[CH:14]=[CH:13][C:12]([NH:15][C:16]([NH:18][C:19]3[CH:24]=[CH:23][CH:22]=[C:21]([C:25]([F:28])([F:27])[F:26])[CH:20]=3)=[O:17])=[CH:11][CH:10]=2)[CH:3]=1. (2) Given the reactants [Br:1][C:2]1[CH:3]=[C:4]2[C:9](=[CH:10][CH:11]=1)[N:8]=[CH:7][C:6]([C:12](=[O:14])[CH3:13])=[C:5]2Cl.[N:16]1([CH2:21][CH:22]2[CH2:27][CH2:26][NH:25][CH2:24][CH2:23]2)[CH2:20][CH2:19][CH2:18][CH2:17]1, predict the reaction product. The product is: [Br:1][C:2]1[CH:3]=[C:4]2[C:9](=[CH:10][CH:11]=1)[N:8]=[CH:7][C:6]([C:12](=[O:14])[CH3:13])=[C:5]2[N:25]1[CH2:24][CH2:23][CH:22]([CH2:21][N:16]2[CH2:20][CH2:19][CH2:18][CH2:17]2)[CH2:27][CH2:26]1. (3) Given the reactants COC([C:5]1[S:6](=[O:21])(=[O:20])[N:7]([CH2:16][CH:17]([F:19])[F:18])[C:8]2[C:13]([C:14]=1[OH:15])=[N:12][CH:11]=[CH:10][N:9]=2)=O.Cl, predict the reaction product. The product is: [F:19][CH:17]([F:18])[CH2:16][N:7]1[C:8]2[C:13](=[N:12][CH:11]=[CH:10][N:9]=2)[C:14](=[O:15])[CH2:5][S:6]1(=[O:20])=[O:21]. (4) Given the reactants C([O:3][C:4]([C:6]1([CH2:10][NH:11][C:12]2[CH:13]=[N:14][CH:15]=[C:16]([C:18]3[N:19]([CH3:27])[C:20]4[C:25]([CH:26]=3)=[CH:24][CH:23]=[CH:22][CH:21]=4)[CH:17]=2)[CH2:9][CH2:8][CH2:7]1)=[O:5])C.[OH-].[Li+], predict the reaction product. The product is: [CH3:27][N:19]1[C:20]2[C:25](=[CH:24][CH:23]=[CH:22][CH:21]=2)[CH:26]=[C:18]1[C:16]1[CH:17]=[C:12]([NH:11][CH2:10][C:6]2([C:4]([OH:5])=[O:3])[CH2:9][CH2:8][CH2:7]2)[CH:13]=[N:14][CH:15]=1. (5) The product is: [CH2:18]([O:25][C:26]1[CH:31]=[CH:30][C:29]([C:32]2[CH:36]=[C:35]([NH:37][C:15]([NH:16][C:7](=[O:8])[C:6]3[CH:10]=[CH:11][C:3]([C:2]([F:13])([F:12])[F:1])=[CH:4][CH:5]=3)=[S:14])[NH:34][N:33]=2)=[C:28]([F:38])[CH:27]=1)[C:19]1[CH:20]=[CH:21][CH:22]=[CH:23][CH:24]=1. Given the reactants [F:1][C:2]([F:13])([F:12])[C:3]1[CH:11]=[CH:10][C:6]([C:7](Cl)=[O:8])=[CH:5][CH:4]=1.[S-:14][C:15]#[N:16].[K+].[CH2:18]([O:25][C:26]1[CH:31]=[CH:30][C:29]([C:32]2[CH:36]=[C:35]([NH2:37])[NH:34][N:33]=2)=[C:28]([F:38])[CH:27]=1)[C:19]1[CH:24]=[CH:23][CH:22]=[CH:21][CH:20]=1, predict the reaction product. (6) Given the reactants [C:1]([C:5]1([C:11]([OH:13])=O)[CH2:10][CH2:9][CH2:8][CH2:7][CH2:6]1)([CH3:4])([CH3:3])[CH3:2].S(Cl)(Cl)=O.[CH:18]1([NH2:21])[CH2:20][CH2:19]1.C(N(CC)CC)C, predict the reaction product. The product is: [C:1]([C:5]1([C:11]([NH:21][CH:18]2[CH2:20][CH2:19]2)=[O:13])[CH2:6][CH2:7][CH2:8][CH2:9][CH2:10]1)([CH3:2])([CH3:3])[CH3:4]. (7) Given the reactants Cl[CH2:2][C:3]1[CH:24]=[CH:23][C:6]([O:7][CH2:8][C:9]2[N:10]=[C:11]([C:15]3[CH:16]=[C:17]([CH:20]=[CH:21][CH:22]=3)[C:18]#[N:19])[O:12][C:13]=2[CH3:14])=[C:5]([O:25][CH3:26])[CH:4]=1.[CH2:27]([C:29]1[S:30][CH:31]=[C:32](/[CH:34]=[CH:35]/[C:36]2[C:37]([OH:47])=[N:38][N:39]([C:41]3[CH:46]=[CH:45][CH:44]=[CH:43][CH:42]=3)[CH:40]=2)[N:33]=1)[CH3:28].C(=O)([O-])[O-].[K+].[K+].CN(C)C=O, predict the reaction product. The product is: [CH2:27]([C:29]1[S:30][CH:31]=[C:32](/[CH:34]=[CH:35]/[C:36]2[C:37]([O:47][CH2:2][C:3]3[CH:24]=[CH:23][C:6]([O:7][CH2:8][C:9]4[N:10]=[C:11]([C:15]5[CH:16]=[C:17]([CH:20]=[CH:21][CH:22]=5)[C:18]#[N:19])[O:12][C:13]=4[CH3:14])=[C:5]([O:25][CH3:26])[CH:4]=3)=[N:38][N:39]([C:41]3[CH:46]=[CH:45][CH:44]=[CH:43][CH:42]=3)[CH:40]=2)[N:33]=1)[CH3:28].